This data is from Peptide-MHC class I binding affinity with 185,985 pairs from IEDB/IMGT. The task is: Regression. Given a peptide amino acid sequence and an MHC pseudo amino acid sequence, predict their binding affinity value. This is MHC class I binding data. (1) The peptide sequence is YMREVGAAL. The MHC is HLA-C04:01 with pseudo-sequence HLA-C04:01. The binding affinity (normalized) is 0.213. (2) The peptide sequence is MGANFRADR. The MHC is HLA-A68:01 with pseudo-sequence HLA-A68:01. The binding affinity (normalized) is 0.738. (3) The peptide sequence is TLKYPIEHGI. The MHC is HLA-A02:06 with pseudo-sequence HLA-A02:06. The binding affinity (normalized) is 0.0589. (4) The peptide sequence is LPHQPLATY. The MHC is HLA-A01:01 with pseudo-sequence HLA-A01:01. The binding affinity (normalized) is 0.0847.